Task: Predict the reaction yield, written as a fraction of the theoretical maximum amount of product (1.0 means a 100% yield; for example, 0.34 means a 34% yield).. Dataset: Reaction yield outcomes from USPTO patents with 853,638 reactions (1) The reactants are [N:1]1([CH2:7][CH2:8][NH2:9])[CH2:6][CH2:5][CH2:4][CH2:3][CH2:2]1.[N+]([N:13]1[CH:21]=[C:20]2[C:15]([CH:16]=[C:17]([N+:22]([O-:24])=[O:23])[CH:18]=[CH:19]2)=[N:14]1)([O-])=O. The catalyst is C1COCC1. The product is [N+:22]([C:17]1[CH:16]=[C:15]2[C:20]([C:21]([NH:9][CH2:8][CH2:7][N:1]3[CH2:6][CH2:5][CH2:4][CH2:3][CH2:2]3)=[N:13][NH:14]2)=[CH:19][CH:18]=1)([O-:24])=[O:23]. The yield is 0.506. (2) The reactants are [CH:1]([C:4]1[CH:19]=[CH:18][C:7]([CH2:8][C:9]2[C:14]([CH3:15])=[CH:13][C:12]([CH3:16])=[CH:11][C:10]=2[OH:17])=[CH:6][CH:5]=1)([CH3:3])[CH3:2].C(=O)([O-])[O-].[K+].[K+].Cl[CH2:27][C:28](=[O:30])[CH3:29].[I-].[K+]. The catalyst is CC(C)=O.O. The product is [CH:1]([C:4]1[CH:19]=[CH:18][C:7]([CH2:8][C:9]2[C:14]([CH3:15])=[CH:13][C:12]([CH3:16])=[CH:11][C:10]=2[O:17][CH2:27][C:28]([CH3:29])=[O:30])=[CH:6][CH:5]=1)([CH3:3])[CH3:2]. The yield is 0.730. (3) The reactants are [NH2:1][C:2]1[CH:7]=[CH:6][C:5]([N:8]2[CH2:13][CH2:12][O:11][CH2:10][CH2:9]2)=[CH:4][CH:3]=1.[CH2:14](Cl)Cl.C(O[BH-](O[C:27](=O)[CH3:28])OC(=O)C)(=O)C.[Na+].[C:31](O)(=O)[CH3:32]. No catalyst specified. The product is [CH3:14][CH:27]([CH3:28])[CH2:31][CH2:32][NH:1][C:2]1[CH:3]=[CH:4][C:5]([N:8]2[CH2:13][CH2:12][O:11][CH2:10][CH2:9]2)=[CH:6][CH:7]=1. The yield is 0.570. (4) The reactants are [ClH:1].CO[C:4](=O)[CH:5]([NH2:13])[CH2:6][CH2:7][CH2:8][CH2:9][CH2:10][C:11]#[CH:12].[N:15]#[C:16][NH2:17]. No catalyst specified. The product is [ClH:1].[CH2:6]([C:5]1[N:13]=[C:16]([NH2:17])[NH:15][CH:4]=1)[CH2:7][CH2:8][CH2:9][CH2:10][C:11]#[CH:12]. The yield is 0.530.